From a dataset of Reaction yield outcomes from USPTO patents with 853,638 reactions. Predict the reaction yield, written as a fraction of the theoretical maximum amount of product (1.0 means a 100% yield; for example, 0.34 means a 34% yield). (1) The reactants are [CH:1]1([OH:7])[CH2:6][CH2:5][CH2:4][CH2:3][CH2:2]1.[H-].[Na+].[NH2:10][C:11]1[CH:18]=[CH:17][CH:16]=[C:15](F)[C:12]=1[C:13]#[N:14]. The catalyst is C1COCC1. The product is [NH2:10][C:11]1[CH:18]=[CH:17][CH:16]=[C:15]([O:7][CH:1]2[CH2:6][CH2:5][CH2:4][CH2:3][CH2:2]2)[C:12]=1[C:13]#[N:14]. The yield is 0.560. (2) The reactants are [Cl:1][C:2]1[CH:7]=[CH:6][C:5](B(O)O)=[CH:4][CH:3]=1.C(=O)([O-])[O-].[K+].[K+].Br[C:18]1[N:19]=[C:20]([N:23]([CH:27]2[CH2:29][CH2:28]2)[C:24](=[O:26])[CH3:25])[S:21][CH:22]=1.C(O)C. The catalyst is C1(C)C=CC=CC=1. The product is [Cl:1][C:2]1[CH:7]=[CH:6][C:5]([C:18]2[N:19]=[C:20]([N:23]([CH:27]3[CH2:29][CH2:28]3)[C:24](=[O:26])[CH3:25])[S:21][CH:22]=2)=[CH:4][CH:3]=1. The yield is 0.446. (3) The reactants are [N+:1]([C:4]1[CH:5]=[C:6]([CH:10]=[CH:11][CH:12]=1)[CH:7]=[N:8][OH:9])([O-:3])=[O:2].[ClH:13].[O-]Cl.[Na+]. The catalyst is C1COCC1. The product is [OH:9][N:8]=[C:7]([Cl:13])[C:6]1[CH:10]=[CH:11][CH:12]=[C:4]([N+:1]([O-:3])=[O:2])[CH:5]=1. The yield is 0.880. (4) The reactants are [CH2:1]([C:5]1[N:9]([CH2:10][C:11]2[CH:16]=[CH:15][C:14]([C:17]3[CH:22]=[CH:21][CH:20]=[CH:19][C:18]=3[C:23]#[N:24])=[CH:13][CH:12]=2)[C:8](=[O:25])[C:7]2([CH2:29][CH2:28][CH2:27][CH2:26]2)[N:6]=1)[CH2:2][CH2:3][CH3:4].[N-:30]=[N+:31]=[N-:32].[Na+].Cl.Cl.N1CCNCC1.[OH-].[Na+]. The catalyst is CN(C)C=O.O. The product is [CH3:4][CH2:3][CH2:2][CH2:1][C:5]1[N:9]([CH2:10][C:11]2[CH:16]=[CH:15][C:14]([C:17]3[CH:22]=[CH:21][CH:20]=[CH:19][C:18]=3[C:23]3[N:32]=[N:31][NH:30][N:24]=3)=[CH:13][CH:12]=2)[C:8](=[O:25])[C:7]2([CH2:26][CH2:27][CH2:28][CH2:29]2)[N:6]=1. The yield is 0.927. (5) The reactants are C(C1C=C(OC)C=C(C(C)(C)C)C=1[C:17]1[CH:25]=[C:24]([N:26]([C:35]2[CH:40]=[CH:39][CH:38]=[CH:37][CH:36]=2)[CH:27]2[CH2:32][CH2:31][N:30]([CH3:33])[CH2:29][CH:28]2[CH3:34])[CH:23]=[CH:22][C:18]=1[C:19]([O-])=[O:20])(C)(C)C.C[O-].[Na+].CO.CN([P+](ON1N=[N:64][C:59]2[CH:60]=CC=CC1=2)(N(C)C)N(C)C)C.F[P-](F)(F)(F)(F)F.[C:73]1(C)C=CC=C[CH:74]=1. The catalyst is CN1C(=O)CCC1.C1COCC1.C(N(CC)CC)C.C(NCC)C.O. The product is [CH3:33][N:30]1[CH2:31][CH2:32][CH:27]([N:26]([C:35]2[CH:40]=[CH:39][CH:38]=[CH:37][CH:36]=2)[C:24]2[CH:23]=[CH:22][C:18]([C:19]([N:64]([CH2:59][CH3:60])[CH2:73][CH3:74])=[O:20])=[CH:17][CH:25]=2)[CH:28]([CH3:34])[CH2:29]1. The yield is 0.590. (6) The reactants are Br.[NH2:2][C:3]1[C:4]([OH:17])=[C:5]([C:9]2[S:13][C:12]([C:14]([OH:16])=[O:15])=[CH:11][CH:10]=2)[CH:6]=[CH:7][CH:8]=1.[N:18]([O-])=O.[Na+].[CH3:22][C:23]1[CH2:24][C:25](=[O:38])[N:26]([C:28]2[CH:37]=[CH:36][C:35]3[CH2:34][CH2:33][CH2:32][CH2:31][C:30]=3[CH:29]=2)[N:27]=1.C(=O)(O)[O-].[Na+]. The catalyst is Cl. The product is [OH:17][C:4]1[C:3]([NH:2][N:18]=[C:24]2[C:25](=[O:38])[N:26]([C:28]3[CH:37]=[CH:36][C:35]4[CH2:34][CH2:33][CH2:32][CH2:31][C:30]=4[CH:29]=3)[N:27]=[C:23]2[CH3:22])=[CH:8][CH:7]=[CH:6][C:5]=1[C:9]1[S:13][C:12]([C:14]([OH:16])=[O:15])=[CH:11][CH:10]=1. The yield is 0.0630. (7) The reactants are [OH:1][C:2]1[CH:7]=[CH:6][C:5]([S:8][C:9]2[CH:14]=[CH:13][C:12]([OH:15])=[CH:11][C:10]=2[N+:16]([O-])=O)=[CH:4][CH:3]=1.[Cl-].[NH4+]. The catalyst is CCO.C1COCC1.[Fe]. The product is [NH2:16][C:10]1[CH:11]=[C:12]([OH:15])[CH:13]=[CH:14][C:9]=1[S:8][C:5]1[CH:6]=[CH:7][C:2]([OH:1])=[CH:3][CH:4]=1. The yield is 0.970.